Dataset: Catalyst prediction with 721,799 reactions and 888 catalyst types from USPTO. Task: Predict which catalyst facilitates the given reaction. (1) Reactant: Br[C:2]1[C:3]([CH3:11])=[N:4][C:5]([O:9][CH3:10])=[CH:6][C:7]=1[CH3:8].[CH3:12][N:13](C)C=O.C([Cu])#N. Product: [CH3:10][O:9][C:5]1[N:4]=[C:3]([CH3:11])[C:2]([C:12]#[N:13])=[C:7]([CH3:8])[CH:6]=1. The catalyst class is: 6. (2) Reactant: [Cl:1][C:2]1[CH:3]=[C:4]([NH:8][C:9]2[CH:14]=[C:13]([NH:15][CH:16]3[CH2:21][CH2:20][NH:19][CH2:18][CH2:17]3)[N:12]3[N:22]=[CH:23][C:24]([CH:25]=[C:26]4[NH:30][C:29](=[O:31])[NH:28][C:27]4=[O:32])=[C:11]3[N:10]=2)[CH:5]=[CH:6][CH:7]=1.Cl[CH2:34][CH:35]([OH:37])[CH3:36].[I-].[K+]. Product: [Cl:1][C:2]1[CH:3]=[C:4]([NH:8][C:9]2[CH:14]=[C:13]([NH:15][CH:16]3[CH2:21][CH2:20][N:19]([CH2:34][CH:35]([OH:37])[CH3:36])[CH2:18][CH2:17]3)[N:12]3[N:22]=[CH:23][C:24]([CH:25]=[C:26]4[NH:30][C:29](=[O:31])[NH:28][C:27]4=[O:32])=[C:11]3[N:10]=2)[CH:5]=[CH:6][CH:7]=1. The catalyst class is: 3. (3) Reactant: [CH3:1][C:2]1[C:8]([N:9]2[C:16]3[N:12]([N:13]=[C:14]([C:17]4[CH:18]=[N:19][CH:20]=[CH:21][CH:22]=4)[CH:15]=3)[CH:11]=[CH:10]2)=[CH:7][CH:6]=[CH:5][C:3]=1[NH2:4].[C:23]([C:25]1[CH:26]=[C:27]([CH:31]=[C:32]([S:34]([F:39])([F:38])([F:37])([F:36])[F:35])[CH:33]=1)[C:28](O)=[O:29])#[N:24].CN(C(ON1N=NC2C=CC=NC1=2)=[N+](C)C)C.F[P-](F)(F)(F)(F)F.C(N(CC)C(C)C)(C)C. Product: [C:23]([C:25]1[CH:26]=[C:27]([CH:31]=[C:32]([S:34]([F:38])([F:39])([F:35])([F:36])[F:37])[CH:33]=1)[C:28]([NH:4][C:3]1[CH:5]=[CH:6][CH:7]=[C:8]([N:9]2[C:16]3[N:12]([N:13]=[C:14]([C:17]4[CH:18]=[N:19][CH:20]=[CH:21][CH:22]=4)[CH:15]=3)[CH:11]=[CH:10]2)[C:2]=1[CH3:1])=[O:29])#[N:24]. The catalyst class is: 18. (4) Reactant: [F:1][C:2]1[CH:32]=[CH:31][C:5]2[S:6][C:7]3[CH:30]=[CH:29][CH:28]=[CH:27][C:8]=3[C:9]3([CH2:15][CH2:14][CH:13]([N:16]4[CH2:21][CH2:20][CH:19]([C:22]([O:24]CC)=[O:23])[CH2:18][CH2:17]4)[CH2:12]3)[C:10](=[O:11])[C:4]=2[CH:3]=1. Product: [F:1][C:2]1[CH:32]=[CH:31][C:5]2[S:6][C:7]3[CH:30]=[CH:29][CH:28]=[CH:27][C:8]=3[C:9]3([CH2:15][CH2:14][CH:13]([N:16]4[CH2:21][CH2:20][CH:19]([C:22]([OH:24])=[O:23])[CH2:18][CH2:17]4)[CH2:12]3)[C:10](=[O:11])[C:4]=2[CH:3]=1. The catalyst class is: 126. (5) Reactant: [C:1]([CH2:3][C:4]([NH:6][CH2:7][CH2:8][CH2:9][NH:10][C:11](=[O:15])[CH2:12][C:13]#[N:14])=[O:5])#[N:2].[OH:16][C:17]1[CH:18]=[C:19]([CH:22]=[CH:23][C:24]=1[OH:25])[CH:20]=O. Product: [C:13]([C:12](=[CH:20][C:19]1[CH:22]=[CH:23][C:24]([OH:25])=[C:17]([OH:16])[CH:18]=1)[C:11]([NH:10][CH2:9][CH2:8][CH2:7][NH:6][C:4](=[O:5])[C:3]([C:1]#[N:2])=[CH:20][C:19]1[CH:22]=[CH:23][C:24]([OH:25])=[C:17]([OH:16])[CH:18]=1)=[O:15])#[N:14]. The catalyst class is: 495. (6) Reactant: [N:1]1[CH:6]=[CH:5][C:4]([CH2:7][CH2:8][CH:9](C(OCC)=O)[C:10]([O:12][CH2:13]C)=[O:11])=[CH:3][CH:2]=1. Product: [N:1]1[CH:6]=[CH:5][C:4]([CH2:7][CH2:8][CH2:9][C:10]([O:12][CH3:13])=[O:11])=[CH:3][CH:2]=1. The catalyst class is: 33. (7) Reactant: [CH3:1][O:2][C:3]1[CH:17]=[C:16]([O:18][CH3:19])[CH:15]=[CH:14][C:4]=1[CH2:5][NH:6][C:7]1[CH:12]=[CH:11][CH:10]=[C:9]([F:13])[N:8]=1.[Li+].C[Si]([N-][Si](C)(C)C)(C)C.[CH3:30][C:31]1[C:32]([S:41](Cl)(=[O:43])=[O:42])=[CH:33][C:34]2[O:38][C:37](=[O:39])[NH:36][C:35]=2[CH:40]=1. Product: [CH3:1][O:2][C:3]1[CH:17]=[C:16]([O:18][CH3:19])[CH:15]=[CH:14][C:4]=1[CH2:5][N:6]([C:7]1[CH:12]=[CH:11][CH:10]=[C:9]([F:13])[N:8]=1)[S:41]([C:32]1[C:31]([CH3:30])=[CH:40][C:35]2[NH:36][C:37](=[O:39])[O:38][C:34]=2[CH:33]=1)(=[O:43])=[O:42]. The catalyst class is: 1. (8) Reactant: [N+:1]([C:4]1[CH:22]=[CH:21][C:7]([CH2:8][N:9]2[CH2:14][CH2:13][N:12]([S:15]([CH2:18][CH2:19][CH3:20])(=[O:17])=[O:16])[CH2:11][CH2:10]2)=[CH:6][CH:5]=1)([O-])=O. Product: [CH2:18]([S:15]([N:12]1[CH2:13][CH2:14][N:9]([CH2:8][C:7]2[CH:6]=[CH:5][C:4]([NH2:1])=[CH:22][CH:21]=2)[CH2:10][CH2:11]1)(=[O:16])=[O:17])[CH2:19][CH3:20]. The catalyst class is: 465. (9) Reactant: [C:1]([O:4][C:5]1[CH:6]=[C:7]2[C:12](=[CH:13][C:14]=1[O:15][CH3:16])[N:11]=[CH:10][N:9]=[C:8]2[Cl:17])(=[O:3])[CH3:2].[C:18]([C:20]1[CH:21]=[C:22]([NH2:26])[CH:23]=[CH:24][CH:25]=1)#[CH:19]. Product: [ClH:17].[C:1]([O:4][C:5]1[CH:6]=[C:7]2[C:12](=[CH:13][C:14]=1[O:15][CH3:16])[N:11]=[CH:10][N:9]=[C:8]2[NH:26][C:22]1[CH:23]=[CH:24][CH:25]=[C:20]([C:18]#[CH:19])[CH:21]=1)(=[O:3])[CH3:2]. The catalyst class is: 32.